This data is from Catalyst prediction with 721,799 reactions and 888 catalyst types from USPTO. The task is: Predict which catalyst facilitates the given reaction. (1) Reactant: [CH3:1][O:2][N:3]=[C:4]1[C:10]2[CH:11]=[CH:12][CH:13]=[CH:14][C:9]=2[CH2:8][CH2:7][CH2:6][CH:5]1[F:15].C([BH3-])#N.[Na+]. Product: [F:15][CH:5]1[CH2:6][CH2:7][CH2:8][C:9]2[CH:14]=[CH:13][CH:12]=[CH:11][C:10]=2[CH:4]1[NH:3][O:2][CH3:1]. The catalyst class is: 15. (2) Reactant: Cl[C:2]1[CH:7]=[C:6]([Cl:8])[N:5]=[C:4]([NH2:9])[N:3]=1.[Cl:10][C:11]1[CH:16]=[CH:15][CH:14]=[CH:13][C:12]=1[CH2:17][NH2:18].C(N(CC)CC)C. Product: [Cl:8][C:6]1[N:5]=[C:4]([NH2:9])[N:3]=[C:2]([NH:18][CH2:17][C:12]2[CH:13]=[CH:14][CH:15]=[CH:16][C:11]=2[Cl:10])[CH:7]=1. The catalyst class is: 5. (3) Reactant: C(OC(=O)[NH:7][C:8]1[CH:13]=[CH:12][C:11]([Cl:14])=[C:10]([OH:15])[CH:9]=1)(C)(C)C.Cl.[CH3:18][N:19]([CH2:21][CH2:22]Cl)[CH3:20].C([O-])([O-])=O.[K+].[K+]. Product: [CH3:18][N:19]([CH2:21][CH2:22][O:15][C:10]1[CH:9]=[C:8]([CH:13]=[CH:12][C:11]=1[Cl:14])[NH2:7])[CH3:20]. The catalyst class is: 149. (4) Reactant: [CH3:1][O:2][C:3](=[O:28])[CH:4]([NH:12][C:13]([C:15]1[CH:20]=[CH:19][C:18]([C:21]2[CH:26]=[CH:25][C:24]([OH:27])=[CH:23][CH:22]=2)=[CH:17][CH:16]=1)=[O:14])[CH2:5][C:6]1[CH:11]=[CH:10][CH:9]=[CH:8][CH:7]=1.[CH3:29][C:30]1[CH:31]=[C:32]([CH:35]=[CH:36][CH:37]=1)[CH2:33]Br. The catalyst class is: 3. Product: [CH3:1][O:2][C:3](=[O:28])[CH:4]([NH:12][C:13]([C:15]1[CH:20]=[CH:19][C:18]([C:21]2[CH:22]=[CH:23][C:24]([O:27][CH2:29][C:30]3[CH:37]=[CH:36][CH:35]=[C:32]([CH3:33])[CH:31]=3)=[CH:25][CH:26]=2)=[CH:17][CH:16]=1)=[O:14])[CH2:5][C:6]1[CH:7]=[CH:8][CH:9]=[CH:10][CH:11]=1. (5) Reactant: [F:1][C:2]1[CH:7]=[CH:6][C:5]([C:8]2[N:12]([CH2:13][CH2:14]OS(C3C=CC(C)=CC=3)(=O)=O)[N:11]=[C:10]([CH3:26])[CH:9]=2)=[CH:4][CH:3]=1.[CH3:27][S-:28].[Na+]. Product: [F:1][C:2]1[CH:3]=[CH:4][C:5]([C:8]2[N:12]([CH2:13][CH2:14][S:28][CH3:27])[N:11]=[C:10]([CH3:26])[CH:9]=2)=[CH:6][CH:7]=1. The catalyst class is: 8. (6) Reactant: [NH2:1][C:2]([CH3:25])([CH3:24])[C:3]([NH:5][C:6]1[S:7][C:8]([CH2:17][C:18]2[CH:23]=[CH:22][CH:21]=[CH:20][CH:19]=2)=[C:9]([C:11]2[CH:16]=[CH:15][CH:14]=[CH:13][CH:12]=2)[N:10]=1)=[O:4].[F:26][C:27]1[CH:32]=[CH:31][C:30]([S:33](Cl)(=[O:35])=[O:34])=[CH:29][CH:28]=1.C(N(CC)CC)C. Product: [CH2:17]([C:8]1[S:7][C:6]([NH:5][C:3](=[O:4])[C:2]([NH:1][S:33]([C:30]2[CH:31]=[CH:32][C:27]([F:26])=[CH:28][CH:29]=2)(=[O:35])=[O:34])([CH3:25])[CH3:24])=[N:10][C:9]=1[C:11]1[CH:16]=[CH:15][CH:14]=[CH:13][CH:12]=1)[C:18]1[CH:23]=[CH:22][CH:21]=[CH:20][CH:19]=1. The catalyst class is: 3. (7) The catalyst class is: 5. Product: [OH:4][C:5]1[CH:6]=[C:7]2[C:12](=[CH:13][CH:14]=1)[CH:11]=[C:10]([CH2:15][CH2:16]/[C:17](/[C:24]1[CH:33]=[CH:32][C:31]3[C:26](=[CH:27][CH:28]=[CH:29][CH:30]=3)[CH:25]=1)=[CH:18]/[C:19]([O:21][CH2:22][CH3:23])=[O:20])[CH:9]=[CH:8]2. Reactant: COC[O:4][C:5]1[CH:6]=[C:7]2[C:12](=[CH:13][CH:14]=1)[CH:11]=[C:10]([CH2:15][CH2:16]/[C:17](/[C:24]1[CH:33]=[CH:32][C:31]3[C:26](=[CH:27][CH:28]=[CH:29][CH:30]=3)[CH:25]=1)=[CH:18]/[C:19]([O:21][CH2:22][CH3:23])=[O:20])[CH:9]=[CH:8]2.Cl.